From a dataset of Reaction yield outcomes from USPTO patents with 853,638 reactions. Predict the reaction yield, written as a fraction of the theoretical maximum amount of product (1.0 means a 100% yield; for example, 0.34 means a 34% yield). (1) The reactants are Br[CH2:2]/[CH:3]=[CH:4]/[C:5]([NH:7][C:8]1[CH:9]=[C:10]2[C:15](=[CH:16][C:17]=1[O:18][CH3:19])[N:14]=[CH:13][N:12]=[C:11]2[NH:20][C:21]1[CH:26]=[CH:25][C:24]([F:27])=[C:23]([Cl:28])[CH:22]=1)=[O:6].C(N(C(C)C)CC)(C)C.[O:38]1[C@H:43]2[CH2:44][NH:45][CH2:46][C@@H:42]2[O:41][CH2:40][CH2:39]1.O. The catalyst is CN(C)C(=O)C. The product is [Cl:28][C:23]1[CH:22]=[C:21]([NH:20][C:11]2[C:10]3[C:15](=[CH:16][C:17]([O:18][CH3:19])=[C:8]([NH:7][C:5](=[O:6])/[CH:4]=[CH:3]/[CH2:2][N:45]4[CH2:44][C@@H:43]5[O:38][CH2:39][CH2:40][O:41][C@H:42]5[CH2:46]4)[CH:9]=3)[N:14]=[CH:13][N:12]=2)[CH:26]=[CH:25][C:24]=1[F:27]. The yield is 0.636. (2) The reactants are [CH3:1][CH:2]([CH3:18])[C:3]([NH:5][C:6]1[CH:11]=[CH:10][CH:9]=[C:8]([CH:12]2[CH2:17][CH2:16][NH:15][CH2:14][CH2:13]2)[CH:7]=1)=[O:4].[F:19][C:20]([F:34])([F:33])[C:21]1[CH:22]=[C:23]([CH:26]=[C:27]([C:29]([F:32])([F:31])[F:30])[CH:28]=1)[CH2:24]Br.C(N(C(C)C)CC)(C)C.N. The catalyst is [I-].C([N+](CCCC)(CCCC)CCCC)CCC.C(Cl)(Cl)Cl.O1CCOCC1. The product is [F:19][C:20]([F:33])([F:34])[C:21]1[CH:22]=[C:23]([CH:26]=[C:27]([C:29]([F:32])([F:30])[F:31])[CH:28]=1)[CH2:24][N:15]1[CH2:16][CH2:17][CH:12]([C:8]2[CH:7]=[C:6]([NH:5][C:3](=[O:4])[CH:2]([CH3:18])[CH3:1])[CH:11]=[CH:10][CH:9]=2)[CH2:13][CH2:14]1. The yield is 0.258.